From a dataset of Peptide-MHC class I binding affinity with 185,985 pairs from IEDB/IMGT. Regression. Given a peptide amino acid sequence and an MHC pseudo amino acid sequence, predict their binding affinity value. This is MHC class I binding data. (1) The peptide sequence is RTLLGLILFV. The MHC is HLA-B53:01 with pseudo-sequence HLA-B53:01. The binding affinity (normalized) is 0.210. (2) The MHC is HLA-A02:01 with pseudo-sequence HLA-A02:01. The binding affinity (normalized) is 0.158. The peptide sequence is KAFSMPLGV. (3) The peptide sequence is YELLRYNEY. The MHC is HLA-A01:01 with pseudo-sequence HLA-A01:01. The binding affinity (normalized) is 0.0847. (4) The peptide sequence is STDNAVYQCR. The MHC is HLA-A33:01 with pseudo-sequence HLA-A33:01. The binding affinity (normalized) is 0.264. (5) The peptide sequence is VPRDRNGTF. The MHC is HLA-B35:01 with pseudo-sequence HLA-B35:01. The binding affinity (normalized) is 0.512. (6) The peptide sequence is GTHTMEVTV. The MHC is Mamu-A01 with pseudo-sequence Mamu-A01. The binding affinity (normalized) is 0.378.